From a dataset of Full USPTO retrosynthesis dataset with 1.9M reactions from patents (1976-2016). Predict the reactants needed to synthesize the given product. (1) Given the product [N+:1]([C:4]1[CH:5]=[C:6]2[C:10](=[CH:11][CH:12]=1)[N:9]([O:43][C:40](=[O:42])[C:29]([CH3:30])([CH3:31])[CH3:32])[N:8]=[C:7]2[C:13]1[NH:14][CH:15]=[CH:16][CH:17]=1)([O-:3])=[O:2], predict the reactants needed to synthesize it. The reactants are: [N+:1]([C:4]1[CH:5]=[C:6]2[C:10](=[CH:11][CH:12]=1)[NH:9][N:8]=[C:7]2[C:13]1[NH:14][CH:15]=[CH:16][CH:17]=1)([O-:3])=[O:2].[C:29](OC(OC(O[C:29]([CH3:32])([CH3:31])[CH3:30])=O)=O)([CH3:32])([CH3:31])[CH3:30].C(N(CC)CC)C.[C:40]([O:43]CC)(=[O:42])C.C(Cl)Cl. (2) Given the product [CH2:5]([O:12][CH2:13][CH:14]([NH:31][C:32](=[O:44])[CH2:33][CH2:34][CH2:35][CH2:36][NH:37][C:38]1[CH:43]=[CH:42][CH:41]=[CH:40][N:39]=1)[C:15]([NH:17][CH:18]([C:23]1[CH:28]=[C:27]([Cl:29])[CH:26]=[C:25]([Br:30])[CH:24]=1)[CH2:19][C:20]([O:22][CH3:45])=[O:21])=[O:16])[C:6]1[CH:7]=[CH:8][CH:9]=[CH:10][CH:11]=1, predict the reactants needed to synthesize it. The reactants are: S(Cl)(Cl)=O.[CH2:5]([O:12][CH2:13][CH:14]([NH:31][C:32](=[O:44])[CH2:33][CH2:34][CH2:35][CH2:36][NH:37][C:38]1[CH:43]=[CH:42][CH:41]=[CH:40][N:39]=1)[C:15]([NH:17][CH:18]([C:23]1[CH:28]=[C:27]([Cl:29])[CH:26]=[C:25]([Br:30])[CH:24]=1)[CH2:19][C:20]([OH:22])=[O:21])=[O:16])[C:6]1[CH:11]=[CH:10][CH:9]=[CH:8][CH:7]=1.[CH3:45]O. (3) Given the product [OH:10][C:11]1[CH:15]=[C:14]([N:16]2[C:20]3[CH:21]=[CH:22][C:23]([C:25]4[O:26][C:27]([CH3:30])=[N:28][N:29]=4)=[CH:24][C:19]=3[N:18]=[CH:17]2)[S:13][C:12]=1[C:31]([O:33][CH3:34])=[O:32], predict the reactants needed to synthesize it. The reactants are: ClC1C=CC=CC=1[C@H]([O:10][C:11]1[CH:15]=[C:14]([N:16]2[C:20]3[CH:21]=[CH:22][C:23]([C:25]4[O:26][C:27]([CH3:30])=[N:28][N:29]=4)=[CH:24][C:19]=3[N:18]=[CH:17]2)[S:13][C:12]=1[C:31]([O:33][CH3:34])=[O:32])C.ClC1C(O)=CC=CC=1[C@H](OC1C=C(N2C3C=C(C#N)C=CC=3N=C2)SC=1C(OC)=O)C. (4) The reactants are: BrC1C=C(C=CC=1)C(NC(C1N=NC(NC2C=C(S(CC)(=O)=O)C=CC=2OC)=NC=1)C)=O.[Br:33][C:34]1[CH:35]=[C:36]([CH:52]=[CH:53][CH:54]=1)[C:37]([NH:39][CH:40]([C:42]1[N:47]=[N:46][C:45](S(C)(=O)=O)=[N:44][CH:43]=1)[CH3:41])=[O:38].[Cl:55][C:56]1[CH:57]=[C:58]([CH:60]=[CH:61][C:62]=1[N:63]1[CH2:68][CH2:67][O:66][CH2:65][CH2:64]1)[NH2:59].O.C1(C)C=CC(S(O)(=O)=O)=CC=1. Given the product [Br:33][C:34]1[CH:35]=[C:36]([CH:52]=[CH:53][CH:54]=1)[C:37]([NH:39][CH:40]([C:42]1[N:47]=[N:46][C:45]([NH:59][C:58]2[CH:60]=[CH:61][C:62]([N:63]3[CH2:64][CH2:65][O:66][CH2:67][CH2:68]3)=[C:56]([Cl:55])[CH:57]=2)=[N:44][CH:43]=1)[CH3:41])=[O:38], predict the reactants needed to synthesize it. (5) Given the product [Br:3][C:4]1[CH:5]=[C:6]2[C:10](=[CH:11][CH:12]=1)[NH:9][CH:8]=[C:7]2[S:20][C:17]1[CH:18]=[CH:19][C:14]([F:13])=[CH:15][CH:16]=1, predict the reactants needed to synthesize it. The reactants are: [H-].[Na+].[Br:3][C:4]1[CH:5]=[C:6]2[C:10](=[CH:11][CH:12]=1)[NH:9][CH:8]=[CH:7]2.[F:13][C:14]1[CH:19]=[CH:18][C:17]([S:20][S:20][C:17]2[CH:18]=[CH:19][C:14]([F:13])=[CH:15][CH:16]=2)=[CH:16][CH:15]=1.C(=O)([O-])[O-].[Na+].[Na+]. (6) Given the product [F:71][C:67]1[CH:66]=[C:65]([NH:64][C:60]2[N:59]=[C:58]([C:57]3[C:49]([C:45]4[CH:44]=[C:43]([NH:42][C:77]([C:76]5[O:72][N:73]=[CH:74][CH:75]=5)=[O:78])[CH:48]=[CH:47][CH:46]=4)=[N:50][N:51]4[CH:56]=[CH:55][CH:54]=[CH:53][C:52]=34)[CH:63]=[CH:62][N:61]=2)[CH:70]=[CH:69][CH:68]=1, predict the reactants needed to synthesize it. The reactants are: C1C2C(=CC=C(NC3N=C(C4C(C5C=C(NC(=O)C6C=CC=CC=6)C=CC=5)=NN5C=CC=CC=45)C=CN=3)C=2)CCN1.[NH2:42][C:43]1[CH:44]=[C:45]([C:49]2[C:57]([C:58]3[CH:63]=[CH:62][N:61]=[C:60]([NH:64][C:65]4[CH:70]=[CH:69][CH:68]=[C:67]([F:71])[CH:66]=4)[N:59]=3)=[C:52]3[CH:53]=[CH:54][CH:55]=[CH:56][N:51]3[N:50]=2)[CH:46]=[CH:47][CH:48]=1.[O:72]1[C:76]([C:77](Cl)=[O:78])=[CH:75][CH:74]=[N:73]1.